This data is from Forward reaction prediction with 1.9M reactions from USPTO patents (1976-2016). The task is: Predict the product of the given reaction. Given the reactants [O:1]1[C:5]2=[CH:6][CH:7]=[CH:8][C:9]([OH:10])=[C:4]2[CH:3]=[CH:2]1.[F:11][C:12]1[CH:13]=[C:14]([N+:19]([O-:21])=[O:20])[CH:15]=[CH:16][C:17]=1F.C(=O)([O-])[O-].[K+].[K+], predict the reaction product. The product is: [F:11][C:12]1[CH:13]=[C:14]([N+:19]([O-:21])=[O:20])[CH:15]=[CH:16][C:17]=1[O:10][C:9]1[C:4]2[CH:3]=[CH:2][O:1][C:5]=2[CH:6]=[CH:7][CH:8]=1.